This data is from Peptide-MHC class I binding affinity with 185,985 pairs from IEDB/IMGT. The task is: Regression. Given a peptide amino acid sequence and an MHC pseudo amino acid sequence, predict their binding affinity value. This is MHC class I binding data. (1) The peptide sequence is TESDAIRTL. The MHC is HLA-B48:01 with pseudo-sequence HLA-B48:01. The binding affinity (normalized) is 0.0847. (2) The peptide sequence is AHSTIMPRL. The MHC is HLA-A01:01 with pseudo-sequence HLA-A01:01. The binding affinity (normalized) is 0.0847. (3) The peptide sequence is VLGYSRMLY. The MHC is HLA-A03:01 with pseudo-sequence HLA-A03:01. The binding affinity (normalized) is 0.583. (4) The peptide sequence is VPRLGDKTF. The MHC is HLA-A69:01 with pseudo-sequence HLA-A69:01. The binding affinity (normalized) is 0.0847.